Dataset: TCR-epitope binding with 47,182 pairs between 192 epitopes and 23,139 TCRs. Task: Binary Classification. Given a T-cell receptor sequence (or CDR3 region) and an epitope sequence, predict whether binding occurs between them. (1) The epitope is AYILFTRFFYV. The TCR CDR3 sequence is CASSPHPGTGGYEQYF. Result: 0 (the TCR does not bind to the epitope). (2) The epitope is PROT_97E67BCC. The TCR CDR3 sequence is CASNQRTSGPYEQYF. Result: 1 (the TCR binds to the epitope). (3) The epitope is VVYRGTTTY. The TCR CDR3 sequence is CASSAGQGVTYEQYF. Result: 0 (the TCR does not bind to the epitope). (4) The epitope is QVPLRPMTYK. The TCR CDR3 sequence is CASRLRHRASPLHF. Result: 0 (the TCR does not bind to the epitope). (5) The epitope is FPPTSFGPL. Result: 1 (the TCR binds to the epitope). The TCR CDR3 sequence is CASSREAGRTGYF. (6) Result: 0 (the TCR does not bind to the epitope). The epitope is RLYYDSMSY. The TCR CDR3 sequence is CASSLGFMAREDTQYF. (7) The epitope is YLNTLTLAV. The TCR CDR3 sequence is CASSHGQGDTEAFF. Result: 1 (the TCR binds to the epitope). (8) The epitope is DATYQRTRALVR. The TCR CDR3 sequence is CASSYGWGSQPQHF. Result: 0 (the TCR does not bind to the epitope).